This data is from Forward reaction prediction with 1.9M reactions from USPTO patents (1976-2016). The task is: Predict the product of the given reaction. (1) The product is: [Br:1][C:2]1[CH:3]=[CH:4][C:5]([F:26])=[C:6]([C:8]2([CH2:11][F:12])[CH2:9][N@:13]2[S:14]([C:17]2[CH:22]=[CH:21][CH:20]=[CH:19][C:18]=2[N+:23]([O-:25])=[O:24])(=[O:16])=[O:15])[CH:7]=1. Given the reactants [Br:1][C:2]1[CH:3]=[CH:4][C:5]([F:26])=[C:6]([C@:8]([NH:13][S:14]([C:17]2[CH:22]=[CH:21][CH:20]=[CH:19][C:18]=2[N+:23]([O-:25])=[O:24])(=[O:16])=[O:15])([CH2:11][F:12])[CH2:9]O)[CH:7]=1.C1C=CC(P(C2C=CC=CC=2)C2C=CC=CC=2)=CC=1.CCOC(/N=N/C(OCC)=O)=O, predict the reaction product. (2) Given the reactants [CH:1]1([C:4]2[CH:5]=[CH:6][C:7]([C:18]([NH:20][C:21]3([CH2:34][C:35]([O:37]C)=[O:36])[CH2:26][CH2:25][N:24]([C:27]([O:29][C:30]([CH3:33])([CH3:32])[CH3:31])=[O:28])[CH2:23][CH2:22]3)=[O:19])=[N:8][C:9]=2[CH2:10][C:11]2[CH:16]=[CH:15][C:14]([F:17])=[CH:13][CH:12]=2)[CH2:3][CH2:2]1.O.[OH-].[Li+], predict the reaction product. The product is: [C:30]([O:29][C:27]([N:24]1[CH2:23][CH2:22][C:21]([CH2:34][C:35]([OH:37])=[O:36])([NH:20][C:18]([C:7]2[CH:6]=[CH:5][C:4]([CH:1]3[CH2:3][CH2:2]3)=[C:9]([CH2:10][C:11]3[CH:16]=[CH:15][C:14]([F:17])=[CH:13][CH:12]=3)[N:8]=2)=[O:19])[CH2:26][CH2:25]1)=[O:28])([CH3:33])([CH3:31])[CH3:32]. (3) Given the reactants Cl[CH2:2][S:3]([NH:6][C:7]1[C:28]([OH:29])=[CH:27][C:10]2[C@H:11]([NH:18][CH2:19][CH2:20][C:21]3[CH:26]=[CH:25][CH:24]=[CH:23][CH:22]=3)[C@@H:12]([OH:17])[C:13]([CH3:16])([CH3:15])[O:14][C:9]=2[CH:8]=1)(=[O:5])=[O:4].[OH-].[Na+].[Cl-].[NH4+], predict the reaction product. The product is: [CH3:15][C:13]1([CH3:16])[C@H:12]([OH:17])[C@@H:11]([NH:18][CH2:19][CH2:20][C:21]2[CH:26]=[CH:25][CH:24]=[CH:23][CH:22]=2)[C:10]2[C:9](=[CH:8][C:7]3[NH:6][S:3](=[O:5])(=[O:4])[CH2:2][O:29][C:28]=3[CH:27]=2)[O:14]1. (4) Given the reactants [F:1][C:2]1[CH:7]=[C:6]([I:8])[CH:5]=[CH:4][C:3]=1[NH:9][C:10]1[N:11]([CH3:43])[C:12](=[O:42])[CH:13]=[C:14]([O:28][C:29]2[CH:34]=[CH:33][CH:32]=[C:31]([O:35][C@H:36]3[CH2:40][CH2:39][O:38][CH2:37]3)[C:30]=2[CH3:41])[C:15]=1[C:16]([NH:18]CC1C=CC(OC)=CC=1)=[O:17].[Al+3].[Cl-].[Cl-].[Cl-], predict the reaction product. The product is: [F:1][C:2]1[CH:7]=[C:6]([I:8])[CH:5]=[CH:4][C:3]=1[NH:9][C:10]1[N:11]([CH3:43])[C:12](=[O:42])[CH:13]=[C:14]([O:28][C:29]2[CH:34]=[CH:33][CH:32]=[C:31]([O:35][C@H:36]3[CH2:40][CH2:39][O:38][CH2:37]3)[C:30]=2[CH3:41])[C:15]=1[C:16]([NH2:18])=[O:17]. (5) Given the reactants [OH-:1].[K+].[CH2:3]([OH:7])[CH2:4][CH2:5][OH:6].Br[CH2:9][CH2:10][CH2:11][C:12]1[CH:17]=[CH:16][C:15]([O:18][CH2:19][C:20]2[CH:25]=[CH:24][CH:23]=[CH:22][CH:21]=2)=[CH:14][C:13]=1[O:26][CH2:27][C:28]1[CH:33]=[CH:32][CH:31]=[CH:30][CH:29]=1, predict the reaction product. The product is: [CH2:19]([O:6][C:5]1[CH:4]=[C:3]([O:7][CH2:27][C:28]2[CH:29]=[CH:30][CH:31]=[CH:32][CH:33]=2)[CH:9]=[CH:10][C:11]=1[CH2:12][CH2:17][CH2:16][O:1][CH2:13][CH2:14][CH2:15][O:18][CH2:9][CH2:10][CH2:11][C:12]1[CH:17]=[CH:16][C:15]([O:18][CH2:19][C:20]2[CH:25]=[CH:24][CH:23]=[CH:22][CH:21]=2)=[CH:14][C:13]=1[O:26][CH2:27][C:28]1[CH:33]=[CH:32][CH:31]=[CH:30][CH:29]=1)[C:20]1[CH:25]=[CH:24][CH:23]=[CH:22][CH:21]=1. (6) The product is: [C:62]([O:61][C@@H:55]([C:46]1[C:45]([CH3:66])=[CH:44][C:42]2[N:43]=[C:39]([C:2]3[CH:3]=[C:4]4[CH:10]=[C:9]([CH3:11])[NH:8][C:5]4=[N:6][CH:7]=3)[S:40][C:41]=2[C:47]=1[C:48]1[CH:49]=[CH:50][C:51]([Cl:54])=[CH:52][CH:53]=1)[C:56]([O:58][CH2:59][CH3:60])=[O:57])([CH3:63])([CH3:64])[CH3:65]. Given the reactants Br[C:2]1[CH:3]=[C:4]2[CH:10]=[C:9]([CH3:11])[NH:8][C:5]2=[N:6][CH:7]=1.B1(B2OC(C)(C)C(C)(C)O2)OC(C)(C)C(C)(C)O1.ClCCl.C([O-])(=O)C.[K+].Br[C:39]1[S:40][C:41]2[C:47]([C:48]3[CH:53]=[CH:52][C:51]([Cl:54])=[CH:50][CH:49]=3)=[C:46]([C@H:55]([O:61][C:62]([CH3:65])([CH3:64])[CH3:63])[C:56]([O:58][CH2:59][CH3:60])=[O:57])[C:45]([CH3:66])=[CH:44][C:42]=2[N:43]=1.C([O-])([O-])=O.[K+].[K+], predict the reaction product. (7) Given the reactants [F:1][C:2]1[CH:3]=[C:4]([CH:24]=[C:25]([F:27])[CH:26]=1)[CH2:5][C@H:6]1[CH2:11][C@@H:10]([C:12](=[O:19])[CH2:13][C:14](OCC)=[O:15])[CH2:9][CH2:8][N:7]1[C:20]([O:22][CH3:23])=[O:21].[OH-].[Na+].[NH2:30]O.Cl, predict the reaction product. The product is: [F:1][C:2]1[CH:3]=[C:4]([CH:24]=[C:25]([F:27])[CH:26]=1)[CH2:5][C@H:6]1[CH2:11][C@@H:10]([C:12]2[O:19][NH:30][C:14](=[O:15])[CH:13]=2)[CH2:9][CH2:8][N:7]1[C:20]([O:22][CH3:23])=[O:21]. (8) Given the reactants [C:1]([C:5]1[CH:10]=[CH:9][C:8]([S:11]([N:14]([CH2:22][C:23]([OH:25])=O)[C:15]2[CH:20]=[CH:19][C:18]([CH3:21])=[CH:17][CH:16]=2)(=[O:13])=[O:12])=[CH:7][CH:6]=1)([CH3:4])([CH3:3])[CH3:2].[CH2:26]([NH:28][CH2:29][C:30]1[CH:35]=[CH:34][C:33]([N:36]([CH3:38])[CH3:37])=[CH:32][CH:31]=1)[CH3:27], predict the reaction product. The product is: [C:1]([C:5]1[CH:10]=[CH:9][C:8]([S:11]([N:14]([C:15]2[CH:20]=[CH:19][C:18]([CH3:21])=[CH:17][CH:16]=2)[CH2:22][C:23]([N:28]([CH2:29][C:30]2[CH:31]=[CH:32][C:33]([N:36]([CH3:37])[CH3:38])=[CH:34][CH:35]=2)[CH2:26][CH3:27])=[O:25])(=[O:12])=[O:13])=[CH:7][CH:6]=1)([CH3:2])([CH3:4])[CH3:3]. (9) Given the reactants [Br:1][C:2]1[CH:3]=[C:4]([CH:8]([C:10]2[CH:15]=[CH:14][CH:13]=[C:12]([Br:16])[CH:11]=2)[OH:9])[CH:5]=[CH:6][CH:7]=1, predict the reaction product. The product is: [Br:1][C:2]1[CH:3]=[C:4]([CH:5]=[CH:6][CH:7]=1)[C:8]([C:10]1[CH:15]=[CH:14][CH:13]=[C:12]([Br:16])[CH:11]=1)=[O:9].